Dataset: Full USPTO retrosynthesis dataset with 1.9M reactions from patents (1976-2016). Task: Predict the reactants needed to synthesize the given product. (1) Given the product [CH:1]1([N:4]([CH:18]2[CH2:23][CH2:22][N:21]([C:49](=[O:48])[C:28]3[CH:29]=[CH:24][CH:25]=[CH:26][C:27]=3[N+:32]([O-:33])=[O:61])[CH2:20][CH2:19]2)[S:5]([C:8]2[CH:13]=[CH:12][CH:11]=[C:10]([C:14]([F:17])([F:15])[F:16])[CH:9]=2)(=[O:6])=[O:7])[CH2:3][CH2:2]1, predict the reactants needed to synthesize it. The reactants are: [CH:1]1([N:4]([CH:18]2[CH2:23][CH2:22][NH:21][CH2:20][CH2:19]2)[S:5]([C:8]2[CH:13]=[CH:12][CH:11]=[C:10]([C:14]([F:17])([F:16])[F:15])[CH:9]=2)(=[O:7])=[O:6])[CH2:3][CH2:2]1.[CH:24]1[CH:25]=[CH:26][C:27]2[N:32]([OH:33])N=N[C:28]=2[CH:29]=1.CCN=C=NCCCN(C)C.[N+]([O:48][C:49](=O)C1C=CC=CC=1)([O-])=O.CN(C=[O:61])C. (2) Given the product [CH3:20][O:19][C:18](=[O:21])[NH:17][C@H:13]([C:12]([N:8]1[CH2:9][CH2:10][CH2:11][C@H:7]1[C:5]1[NH:6][C:2]([C:27]2[CH:28]=[CH:29][C:24]([Cl:23])=[C:25]([C:33]#[N:34])[CH:26]=2)=[CH:3][N:4]=1)=[O:22])[CH:14]([CH3:16])[CH3:15], predict the reactants needed to synthesize it. The reactants are: I[C:2]1[NH:6][C:5]([C@@H:7]2[CH2:11][CH2:10][CH2:9][N:8]2[C:12](=[O:22])[C@@H:13]([NH:17][C:18](=[O:21])[O:19][CH3:20])[CH:14]([CH3:16])[CH3:15])=[N:4][CH:3]=1.[Cl:23][C:24]1[CH:29]=[CH:28][C:27](B(O)O)=[CH:26][C:25]=1[C:33]#[N:34].C([O-])(O)=O.[Na+]. (3) The reactants are: Br[C:2]1[C:12]2[O:11][CH2:10][CH2:9][N:8]([C:13]([O:15][C:16]([CH3:19])([CH3:18])[CH3:17])=[O:14])[CH2:7][C:6]=2[CH:5]=[CH:4][CH:3]=1.[C:20]1(B(O)O)[CH2:25][CH2:24][CH2:23][CH2:22][CH:21]=1.O. Given the product [C:20]1([C:2]2[C:12]3[O:11][CH2:10][CH2:9][N:8]([C:13]([O:15][C:16]([CH3:19])([CH3:18])[CH3:17])=[O:14])[CH2:7][C:6]=3[CH:5]=[CH:4][CH:3]=2)[CH2:25][CH2:24][CH2:23][CH2:22][CH:21]=1, predict the reactants needed to synthesize it. (4) Given the product [Cl:17][C:15]1[N:16]=[C:9]2[C:8]([C:5]3[CH:6]=[CH:7][C:2]([P:19]([CH3:21])([CH3:18])=[O:20])=[CH:3][CH:4]=3)=[CH:13][CH:12]=[CH:11][N:10]2[N:14]=1, predict the reactants needed to synthesize it. The reactants are: Br[C:2]1[CH:7]=[CH:6][C:5]([C:8]2[C:9]3[N:10]([N:14]=[C:15]([Cl:17])[N:16]=3)[CH:11]=[CH:12][CH:13]=2)=[CH:4][CH:3]=1.[CH3:18][PH:19]([CH3:21])=[O:20].CC1(C)C2C=CC=C(P(C3C=CC=CC=3)C3C=CC=CC=3)C=2OC2C1=CC=CC=2P(C1C=CC=CC=1)C1C=CC=CC=1.C(=O)([O-])[O-].[Cs+].[Cs+]. (5) Given the product [CH2:9]([Si:5]([CH2:27][CH:26]=[CH2:21])([CH2:34][CH:33]=[CH2:32])[CH2:4][CH2:3][CH2:2][Br:1])[CH:10]=[CH2:11], predict the reactants needed to synthesize it. The reactants are: [Br:1][CH2:2][CH2:3][CH2:4][Si:5](Cl)(Cl)Cl.[CH2:9]([Mg]Br)[CH:10]=[CH2:11].C(OCC)C.C(O)(=O)C[C:21]([CH2:26][C:27](O)=O)(C(O)=O)O.[CH3:32][CH2:33][CH2:34]CCC. (6) Given the product [N+:1]([C:4]1[CH:12]=[CH:11][CH:10]=[C:9]2[C:5]=1[C:6](=[O:27])[N:7]([C:14]1([F:26])[CH2:19][CH:18]([OH:20])[C:17](=[O:24])[NH:16][C:15]1=[O:25])[C:8]2=[O:13])([O-:3])=[O:2], predict the reactants needed to synthesize it. The reactants are: [N+:1]([C:4]1[CH:12]=[CH:11][CH:10]=[C:9]2[C:5]=1[C:6](=[O:27])[N:7]([C:14]1([F:26])[CH2:19][CH:18]([O:20]C(=O)C)[C:17](=[O:24])[NH:16][C:15]1=[O:25])[C:8]2=[O:13])([O-:3])=[O:2].C1(C)C=CC(S(O)(=O)=O)=CC=1. (7) Given the product [Cl:29][C:25]1[C:24]([CH3:30])=[CH:23][C:22]([O:21][CH2:20][CH2:19][CH2:18][C:7]2[C:6]3[C:10](=[C:2]([C:31]4[CH:36]=[CH:35][CH:34]=[CH:33][CH:32]=4)[CH:3]=[CH:4][CH:5]=3)[N:9]([CH2:11][CH2:12][C:13]([OH:15])=[O:14])[CH:8]=2)=[CH:27][C:26]=1[CH3:28], predict the reactants needed to synthesize it. The reactants are: Br[C:2]1[CH:3]=[CH:4][CH:5]=[C:6]2[C:10]=1[N:9]([CH2:11][CH2:12][C:13]([O:15]CC)=[O:14])[CH:8]=[C:7]2[CH2:18][CH2:19][CH2:20][O:21][C:22]1[CH:27]=[C:26]([CH3:28])[C:25]([Cl:29])=[C:24]([CH3:30])[CH:23]=1.[C:31]1(B(O)O)[CH:36]=[CH:35][CH:34]=[CH:33][CH:32]=1.COCCOC.CCO.O. (8) Given the product [CH3:12][O:13][C:14]1[CH:15]=[CH:16][C:17]([C:20]2[O:24][N:23]=[C:22]([CH2:25][NH:11][C:8]34[CH2:10][CH:4]5[CH2:5][CH:6]([CH2:1][CH:2]([CH2:3]5)[CH2:9]3)[CH2:7]4)[CH:21]=2)=[CH:18][CH:19]=1, predict the reactants needed to synthesize it. The reactants are: [CH2:1]1[CH:6]2[CH2:7][C:8]3([NH2:11])[CH2:10][CH:4]([CH2:5]2)[CH2:3][CH:2]1[CH2:9]3.[CH3:12][O:13][C:14]1[CH:19]=[CH:18][C:17]([C:20]2[O:24][N:23]=[C:22]([CH:25]=O)[CH:21]=2)=[CH:16][CH:15]=1. (9) Given the product [Cl:1][C:2]1[CH:3]=[CH:4][C:5]([S:8]([N:11]([CH2:27][C:24]2[CH:25]=[CH:26][C:21]([C:20]([O:19][CH3:18])=[O:29])=[CH:22][CH:23]=2)[C@H:12]([C@@H:15]([OH:17])[CH3:16])[CH2:13][OH:14])(=[O:10])=[O:9])=[CH:6][CH:7]=1, predict the reactants needed to synthesize it. The reactants are: [Cl:1][C:2]1[CH:7]=[CH:6][C:5]([S:8]([NH:11][C@H:12]([C@@H:15]([OH:17])[CH3:16])[CH2:13][OH:14])(=[O:10])=[O:9])=[CH:4][CH:3]=1.[CH3:18][O:19][C:20](=[O:29])[C:21]1[CH:26]=[CH:25][C:24]([CH2:27]Br)=[CH:23][CH:22]=1.